This data is from Full USPTO retrosynthesis dataset with 1.9M reactions from patents (1976-2016). The task is: Predict the reactants needed to synthesize the given product. (1) Given the product [Cl:1][C:2]1[CH:7]=[CH:6][C:5]([O:8][C:9]2[CH:10]=[CH:11][C:12]([CH2:15][CH2:16][OH:31])=[CH:13][CH:14]=2)=[CH:4][C:3]=1[O:17][C:18]([F:20])([F:19])[F:21], predict the reactants needed to synthesize it. The reactants are: [Cl:1][C:2]1[CH:7]=[CH:6][C:5]([O:8][C:9]2[CH:14]=[CH:13][C:12]([CH:15]=[CH2:16])=[CH:11][CH:10]=2)=[CH:4][C:3]=1[O:17][C:18]([F:21])([F:20])[F:19].B1C2CCCC1CCC2.[OH-:31].[Na+].OO. (2) Given the product [CH3:1][O:2][C:3]1[CH:9]=[C:8]([O:10][C:11]2[C:12]3[N:19]([CH3:20])[CH:18]=[CH:17][C:13]=3[N:14]=[CH:15][N:16]=2)[CH:7]=[CH:6][C:4]=1[NH:5][C:37]([NH:36][C:32]1[CH:33]=[CH:34][CH:35]=[C:30]([C:29]([F:28])([F:39])[F:40])[CH:31]=1)=[O:38], predict the reactants needed to synthesize it. The reactants are: [CH3:1][O:2][C:3]1[CH:9]=[C:8]([O:10][C:11]2[C:12]3[N:19]([CH3:20])[CH:18]=[CH:17][C:13]=3[N:14]=[CH:15][N:16]=2)[CH:7]=[CH:6][C:4]=1[NH2:5].C(N(CC)CC)C.[F:28][C:29]([F:40])([F:39])[C:30]1[CH:31]=[C:32]([N:36]=[C:37]=[O:38])[CH:33]=[CH:34][CH:35]=1. (3) Given the product [NH2:1][C:2]1[N:10]=[C:9]([O:11][CH2:12][CH2:13][CH2:14][CH3:15])[N:8]=[C:7]2[C:3]=1[NH:4][C:5](=[O:43])[N:6]2[CH2:16][CH2:17][CH2:18][CH2:19][N:20]([CH2:35][C:36]([CH3:42])([CH3:41])[CH2:37][N:38]([CH3:39])[CH3:40])[S:21]([C:24]1[CH:25]=[C:26]([CH2:30][C:31]([OH:33])=[O:32])[CH:27]=[CH:28][CH:29]=1)(=[O:22])=[O:23], predict the reactants needed to synthesize it. The reactants are: [NH2:1][C:2]1[N:10]=[C:9]([O:11][CH2:12][CH2:13][CH2:14][CH3:15])[N:8]=[C:7]2[C:3]=1[NH:4][C:5](=[O:43])[N:6]2[CH2:16][CH2:17][CH2:18][CH2:19][N:20]([CH2:35][C:36]([CH3:42])([CH3:41])[CH2:37][N:38]([CH3:40])[CH3:39])[S:21]([C:24]1[CH:25]=[C:26]([CH2:30][C:31]([O:33]C)=[O:32])[CH:27]=[CH:28][CH:29]=1)(=[O:23])=[O:22].[OH-].[Li+].O1CCCC1. (4) Given the product [Cl:7][C:8]1[CH:16]=[CH:15][C:14]([S:17]([OH:19])=[O:18])=[CH:13][C:9]=1[C:10]([OH:12])=[O:11], predict the reactants needed to synthesize it. The reactants are: S([O-])([O-])=O.[Na+].[Na+].[Cl:7][C:8]1[CH:16]=[CH:15][C:14]([S:17](F)(=[O:19])=[O:18])=[CH:13][C:9]=1[C:10]([OH:12])=[O:11].[OH-].[Na+]. (5) Given the product [Si:28]([O:18][CH2:17][C:10]1[C:9]([N:4]2[CH2:3][C@H:2]([CH3:1])[O:7][C@H:6]([CH3:8])[CH2:5]2)=[C:14]([F:15])[C:13]([F:16])=[CH:12][CH:11]=1)([C:24]([CH3:27])([CH3:26])[CH3:25])([C:35]1[CH:36]=[CH:37][CH:38]=[CH:39][CH:40]=1)[C:29]1[CH:34]=[CH:33][CH:32]=[CH:31][CH:30]=1, predict the reactants needed to synthesize it. The reactants are: [CH3:1][C@H:2]1[O:7][C@@H:6]([CH3:8])[CH2:5][N:4]([C:9]2[C:14]([F:15])=[C:13]([F:16])[CH:12]=[CH:11][C:10]=2[CH2:17][OH:18])[CH2:3]1.N1C=CN=C1.[C:24]([Si:28](Cl)([C:35]1[CH:40]=[CH:39][CH:38]=[CH:37][CH:36]=1)[C:29]1[CH:34]=[CH:33][CH:32]=[CH:31][CH:30]=1)([CH3:27])([CH3:26])[CH3:25]. (6) Given the product [N:38]([CH2:11][C:8]1[N:7]=[CH:6][C:5]2[O:4][CH2:3][CH2:2][O:1][C:10]=2[CH:9]=1)=[N+:39]=[N-:40], predict the reactants needed to synthesize it. The reactants are: [O:1]1[C:10]2[CH:9]=[C:8]([CH2:11]O)[N:7]=[CH:6][C:5]=2[O:4][CH2:3][CH2:2]1.N12CCCN=C1CCCCC2.C1(P([N:38]=[N+:39]=[N-:40])(C2C=CC=CC=2)=O)C=CC=CC=1.C(=O)(O)[O-].[Na+]. (7) The reactants are: [Cl:1][C:2]1[CH:7]=[CH:6][N:5]=[C:4]([CH2:8][NH:9][C:10]2[O:11][C:12]3[C:18]([O:19][CH3:20])=[CH:17][C:16]([C:21]([OH:23])=O)=[CH:15][C:13]=3[N:14]=2)[CH:3]=1.[CH2:24]([O:26][C@H:27]1[CH2:31][NH:30][CH:29]([CH2:32][OH:33])[CH2:28]1)[CH3:25].C(N(CC)C(C)C)(C)C.CN(C(ON1N=NC2C=CC=NC1=2)=[N+](C)C)C.F[P-](F)(F)(F)(F)F. Given the product [Cl:1][C:2]1[CH:7]=[CH:6][N:5]=[C:4]([CH2:8][NH:9][C:10]2[O:11][C:12]3[C:18]([O:19][CH3:20])=[CH:17][C:16]([C:21]([N:30]4[CH2:31][C@H:27]([O:26][CH2:24][CH3:25])[CH2:28][CH:29]4[CH2:32][OH:33])=[O:23])=[CH:15][C:13]=3[N:14]=2)[CH:3]=1, predict the reactants needed to synthesize it. (8) Given the product [CH3:31][C:30]1[CH:29]=[CH:28][C:13]([C:14]([N:16]2[CH2:17][CH:18]([C:20]3[CH:27]=[CH:26][C:23]([C:24]#[N:25])=[CH:22][CH:21]=3)[CH2:19]2)=[O:15])=[CH:12][C:11]=1[C:7]1[NH:6][C:5]([CH:3]2[CH2:4][N:1]([CH3:35])[CH2:2]2)=[N:9][C:8]=1[CH3:10], predict the reactants needed to synthesize it. The reactants are: [NH:1]1[CH2:4][CH:3]([C:5]2[NH:6][C:7]([C:11]3[CH:12]=[C:13]([CH:28]=[CH:29][C:30]=3[CH3:31])[C:14]([N:16]3[CH2:19][CH:18]([C:20]4[CH:27]=[CH:26][C:23]([C:24]#[N:25])=[CH:22][CH:21]=4)[CH2:17]3)=[O:15])=[C:8]([CH3:10])[N:9]=2)[CH2:2]1.C=O.[BH3-][C:35]#N.[Na+].